This data is from Reaction yield outcomes from USPTO patents with 853,638 reactions. The task is: Predict the reaction yield, written as a fraction of the theoretical maximum amount of product (1.0 means a 100% yield; for example, 0.34 means a 34% yield). (1) The yield is 0.810. The catalyst is O. The reactants are [NH2:1][C:2]1[N:7]=[CH:6][N:5]=[C:4]2[N:8]([CH2:12][C@H:13]3[CH2:17][CH2:16][CH2:15][N:14]3[C:18]([O:20][C:21]([CH3:24])([CH3:23])[CH3:22])=[O:19])[N:9]=[C:10](I)[C:3]=12.[F:25][C:26]1[CH:27]=[C:28]([CH:45]=[C:46]([F:48])[CH:47]=1)[O:29][C:30]1[CH:35]=[CH:34][C:33](B2OC(C)(C)C(C)(C)O2)=[CH:32][CH:31]=1.O1CCOCC1.C(=O)([O-])[O-].[Na+].[Na+]. The product is [NH2:1][C:2]1[N:7]=[CH:6][N:5]=[C:4]2[N:8]([CH2:12][C@H:13]3[CH2:17][CH2:16][CH2:15][N:14]3[C:18]([O:20][C:21]([CH3:24])([CH3:23])[CH3:22])=[O:19])[N:9]=[C:10]([C:33]3[CH:32]=[CH:31][C:30]([O:29][C:28]4[CH:45]=[C:46]([F:48])[CH:47]=[C:26]([F:25])[CH:27]=4)=[CH:35][CH:34]=3)[C:3]=12. (2) The reactants are [Br:1][C:2]1[CH:11]=[C:10]2[C:5]([NH:6][C@@H:7]([CH3:21])[CH2:8][N:9]2[C:12]([C:14]2[CH:19]=[CH:18][CH:17]=[CH:16][C:15]=2[F:20])=O)=[CH:4][CH:3]=1.COC1C=CC(P2(=S)SP(C3C=CC(OC)=CC=3)(=S)[S:31]2)=CC=1. The catalyst is C1(C)C=CC=CC=1. The product is [Br:1][C:2]1[CH:11]=[C:10]2[C:5]([NH:6][C@@H:7]([CH3:21])[CH2:8][N:9]2[C:12]([C:14]2[CH:19]=[CH:18][CH:17]=[CH:16][C:15]=2[F:20])=[S:31])=[CH:4][CH:3]=1. The yield is 0.800. (3) The reactants are [CH3:1][N:2]1[C:14]2[C:5](=[C:6]3[C:11](=[CH:12][CH:13]=2)[N:10]=[CH:9][CH:8]=[CH:7]3)[N:4]=[C:3]1[CH:15]([CH3:20])[CH2:16][C:17](O)=[O:18].CN(C=O)C.C(Cl)(=O)C([Cl:29])=O. The catalyst is C(Cl)Cl. The product is [CH3:1][N:2]1[C:14]2[C:5](=[C:6]3[C:11](=[CH:12][CH:13]=2)[N:10]=[CH:9][CH:8]=[CH:7]3)[N:4]=[C:3]1[CH:15]([CH3:20])[CH2:16][C:17]([Cl:29])=[O:18]. The yield is 0.750. (4) The reactants are [N+:1]([C:4]1[C:5]([CH:14]=[O:15])=[CH:6][CH:7]=[C:8]2[C:13]=1[N:12]=[CH:11][CH:10]=[CH:9]2)([O-:3])=[O:2].[F:16][C:17]1[CH:22]=[CH:21][C:20]([Mg]Br)=[C:19]([CH3:25])[CH:18]=1. The catalyst is C1COCC1. The product is [F:16][C:17]1[CH:22]=[CH:21][C:20]([CH:14]([C:5]2[C:4]([N+:1]([O-:3])=[O:2])=[C:13]3[C:8]([CH:9]=[CH:10][CH:11]=[N:12]3)=[CH:7][CH:6]=2)[OH:15])=[C:19]([CH3:25])[CH:18]=1. The yield is 0.560.